From a dataset of Reaction yield outcomes from USPTO patents with 853,638 reactions. Predict the reaction yield, written as a fraction of the theoretical maximum amount of product (1.0 means a 100% yield; for example, 0.34 means a 34% yield). (1) The reactants are [CH3:1][O:2][C:3](=[O:29])[CH:4]([CH2:24][CH:25]=[CH:26][CH2:27]Br)[CH2:5][C:6]([CH3:23])=[CH:7][CH2:8][C:9]1[C:10]([OH:22])=[C:11]2[C:15](=[C:16]([CH3:20])[C:17]=1[O:18][CH3:19])[CH2:14][O:13][C:12]2=[O:21].[CH3:30][O:31][P:32]([O:35]C)[O:33][CH3:34]. No catalyst specified. The product is [CH3:1][O:2][C:3](=[O:29])[CH:4]([CH2:24][CH:25]=[CH:26][CH2:27][P:32]([O:33][CH3:34])([O:31][CH3:30])=[O:35])[CH2:5][C:6]([CH3:23])=[CH:7][CH2:8][C:9]1[C:10]([OH:22])=[C:11]2[C:15](=[C:16]([CH3:20])[C:17]=1[O:18][CH3:19])[CH2:14][O:13][C:12]2=[O:21]. The yield is 0.880. (2) The reactants are [Cl:1][C:2]1[CH:7]=[CH:6][C:5]([C:8]2[N:12]=[C:11]([C:13]3[CH:21]=[CH:20][C:16]([C:17]([OH:19])=[O:18])=[CH:15][C:14]=3[N+:22]([O-])=O)[O:10][N:9]=2)=[CH:4][CH:3]=1.O1CCCC1. The catalyst is [Pd].C(OCC)(=O)C. The product is [NH2:22][C:14]1[CH:15]=[C:16]([CH:20]=[CH:21][C:13]=1[C:11]1[O:10][N:9]=[C:8]([C:5]2[CH:6]=[CH:7][C:2]([Cl:1])=[CH:3][CH:4]=2)[N:12]=1)[C:17]([OH:19])=[O:18]. The yield is 0.280. (3) The reactants are [H-].[Na+].[I-].[CH3:4][S+](C)(C)=O.[CH3:9][O:10][C:11]1[CH:12]=[C:13]2[C:17](=[CH:18][CH:19]=1)[NH:16][C:15](=[O:20])/[C:14]/2=[CH:21]/[C:22]1[CH:30]=[C:29]2[C:25]([C:26]([C:39]3[CH:40]=[N:41][C:42]([N:45]4[CH2:50][CH2:49][O:48][CH2:47][CH2:46]4)=[CH:43][CH:44]=3)=[N:27][N:28]2[CH2:31][O:32][CH2:33][CH2:34][Si:35]([CH3:38])([CH3:37])[CH3:36])=[CH:24][CH:23]=1. The catalyst is CN(C=O)C. The product is [CH3:9][O:10][C:11]1[CH:12]=[C:13]2[C:17](=[CH:18][CH:19]=1)[NH:16][C:15](=[O:20])[C@:14]12[CH2:4][C@H:21]1[C:22]1[CH:30]=[C:29]2[C:25]([C:26]([C:39]3[CH:40]=[N:41][C:42]([N:45]4[CH2:46][CH2:47][O:48][CH2:49][CH2:50]4)=[CH:43][CH:44]=3)=[N:27][N:28]2[CH2:31][O:32][CH2:33][CH2:34][Si:35]([CH3:38])([CH3:36])[CH3:37])=[CH:24][CH:23]=1. The yield is 0.440. (4) The reactants are [CH3:1][C:2]1([CH3:12])[C:11]2[C:6](=[CH:7][CH:8]=[CH:9][CH:10]=2)[NH:5][CH2:4][CH2:3]1.[N+:13]([O-])([O-:15])=[O:14].[K+].C([O-])([O-])=O.[Na+].[Na+]. The catalyst is OS(O)(=O)=O. The product is [CH3:1][C:2]1([CH3:12])[C:11]2[C:6](=[CH:7][C:8]([N+:13]([O-:15])=[O:14])=[CH:9][CH:10]=2)[NH:5][CH2:4][CH2:3]1. The yield is 0.500. (5) The reactants are C([O-])([O-])=O.[K+].[K+].[C:7]1([CH2:13][CH2:14][CH2:15][SH:16])[CH:12]=[CH:11][CH:10]=[CH:9][CH:8]=1.F[C:18]1[N:32]=[C:31]([F:33])[CH:30]=[CH:29][C:19]=1[C:20]([NH:22][CH2:23][C:24]1[S:25][CH:26]=[CH:27][CH:28]=1)=[O:21].CCCCCC.CC(=O)OCC. The catalyst is CN(C=O)C. The product is [F:33][C:31]1[N:32]=[C:18]([S:16][CH2:15][CH2:14][CH2:13][C:7]2[CH:12]=[CH:11][CH:10]=[CH:9][CH:8]=2)[C:19]([C:20]([NH:22][CH2:23][C:24]2[S:25][CH:26]=[CH:27][CH:28]=2)=[O:21])=[CH:29][CH:30]=1. The yield is 0.430. (6) The reactants are Br[C:2]1[CH:7]=[CH:6][CH:5]=[C:4]([CH2:8][F:9])[N:3]=1.[CH2:10]([N:14]1[C:22](=[O:23])[C:21]2[C:16](=[CH:17][CH:18]=[CH:19][CH:20]=2)[C:15]1=[O:24])[CH2:11][C:12]#[CH:13]. No catalyst specified. The product is [F:9][CH2:8][C:4]1[N:3]=[C:2]([C:13]#[C:12][CH2:11][CH2:10][N:14]2[C:22](=[O:23])[C:21]3[C:16](=[CH:17][CH:18]=[CH:19][CH:20]=3)[C:15]2=[O:24])[CH:7]=[CH:6][CH:5]=1. The yield is 0.650. (7) The reactants are [N:1]([C@@H:4]([C@H:29]([C:37]1[CH:42]=[C:41]([F:43])[CH:40]=[C:39]([F:44])[CH:38]=1)[C:30]1[CH:35]=[CH:34][C:33]([F:36])=[CH:32][CH:31]=1)[C:5]([NH:7][C:8]1[CH:9]=[N:10][CH:11]=[C:12]([F:28])[C:13]=1[CH2:14][CH2:15][CH:16]1[CH2:18][N@@:17]1[S:19]([C:22]1[CH:27]=[CH:26][CH:25]=[CH:24][CH:23]=1)(=[O:21])=[O:20])=[O:6])=[N+:2]=[N-:3].[NH2:45][CH2:46][C@@H:47]([OH:49])[CH3:48].CCOC(C)=O.CO. The catalyst is ClCCCl.C(Cl)(Cl)Cl. The product is [N:1]([C@@H:4]([C@H:29]([C:37]1[CH:38]=[C:39]([F:44])[CH:40]=[C:41]([F:43])[CH:42]=1)[C:30]1[CH:35]=[CH:34][C:33]([F:36])=[CH:32][CH:31]=1)[C:5]([NH:7][C:8]1[CH:9]=[N:10][CH:11]=[C:12]([F:28])[C:13]=1[CH2:14][CH2:15][C@@H:16]([NH:17][S:19]([C:22]1[CH:27]=[CH:26][CH:25]=[CH:24][CH:23]=1)(=[O:20])=[O:21])[CH2:18][NH:45][CH2:46][C@@H:47]([OH:49])[CH3:48])=[O:6])=[N+:2]=[N-:3]. The yield is 0.300.